From a dataset of Catalyst prediction with 721,799 reactions and 888 catalyst types from USPTO. Predict which catalyst facilitates the given reaction. Reactant: [NH2:1][C:2]1[C:7]([C:8]([OH:10])=O)=[C:6]([Br:11])[C:5]([F:12])=[CH:4][CH:3]=1.[C:13]([O:17][C:18]([N:20]1[CH2:24][C@@H:23]([O:25][Si:26]([C:29]([CH3:32])([CH3:31])[CH3:30])([CH3:28])[CH3:27])[CH2:22][C@H:21]1[C:33](O)=O)=[O:19])([CH3:16])([CH3:15])[CH3:14].C1(OP(OC2C=CC=CC=2)OC2C=CC=CC=2)C=CC=CC=1.[NH2:58][C:59]1[CH:64]=[CH:63][CH:62]=[CH:61][CH:60]=1. Product: [Br:11][C:6]1[C:5]([F:12])=[CH:4][CH:3]=[C:2]2[C:7]=1[C:8](=[O:10])[N:58]([C:59]1[CH:64]=[CH:63][CH:62]=[CH:61][CH:60]=1)[C:33]([C@@H:21]1[CH2:22][C@H:23]([O:25][Si:26]([C:29]([CH3:31])([CH3:32])[CH3:30])([CH3:28])[CH3:27])[CH2:24][N:20]1[C:18]([O:17][C:13]([CH3:14])([CH3:16])[CH3:15])=[O:19])=[N:1]2. The catalyst class is: 17.